Dataset: Peptide-MHC class II binding affinity with 134,281 pairs from IEDB. Task: Regression. Given a peptide amino acid sequence and an MHC pseudo amino acid sequence, predict their binding affinity value. This is MHC class II binding data. (1) The peptide sequence is YDKFRANVSTVLTGK. The MHC is DRB3_0202 with pseudo-sequence DRB3_0202. The binding affinity (normalized) is 0.947. (2) The peptide sequence is MISVLGPISGHVLKA. The MHC is DRB1_1501 with pseudo-sequence DRB1_1501. The binding affinity (normalized) is 0.495.